Dataset: Forward reaction prediction with 1.9M reactions from USPTO patents (1976-2016). Task: Predict the product of the given reaction. (1) The product is: [CH3:24][N:20]1[CH2:21][CH2:22][CH2:23][CH:19]1[CH2:18][CH2:17][N:12]1[C:11](=[O:13])[CH2:10][O:9][C:8]2[CH:14]=[C:4]([N+:1]([O-:3])=[O:2])[CH:5]=[CH:6][C:7]1=2. Given the reactants [N+:1]([C:4]1[CH:5]=[CH:6][C:7]2[NH:12][C:11](=[O:13])[CH2:10][O:9][C:8]=2[CH:14]=1)([O-:3])=[O:2].Cl.Cl[CH2:17][CH2:18][CH:19]1[CH2:23][CH2:22][CH2:21][N:20]1[CH3:24].[Na+].[I-].C([O-])([O-])=O.[K+].[K+], predict the reaction product. (2) Given the reactants C(Cl)(=O)C(Cl)=O.[F:7][C:8]1[CH:13]=[CH:12][C:11]([C:14]2[CH:19]=[CH:18][C:17]([C:20]([OH:22])=O)=[CH:16][CH:15]=2)=[CH:10][CH:9]=1.[Cl:23][C:24]1[S:25][C:26]2[CH:32]=[CH:31][CH:30]=[C:29](N)[C:27]=2[N:28]=1.[N:34]1C=CC=CC=1, predict the reaction product. The product is: [Cl:23][C:24]1[S:25][C:26]2[CH:32]=[C:31]([NH:34][C:20]([C:17]3[CH:16]=[CH:15][C:14]([C:11]4[CH:10]=[CH:9][C:8]([F:7])=[CH:13][CH:12]=4)=[CH:19][CH:18]=3)=[O:22])[CH:30]=[CH:29][C:27]=2[N:28]=1. (3) The product is: [OH:8][C:9]1[CH:14]=[C:13]2[C:12](=[CH:11][C:10]=1[C:21]([F:24])([F:23])[F:22])[NH:18][CH:16]=[CH:15]2. Given the reactants C([O:8][C:9]1[C:10]([C:21]([F:24])([F:23])[F:22])=[CH:11][C:12]([N+:18]([O-])=O)=[C:13]([CH2:15][C:16]#N)[CH:14]=1)C1C=CC=CC=1.O.C(O)(=O)C, predict the reaction product. (4) Given the reactants CN(C)C(N1C[CH:9]=[C:8]([C:11]2[NH:58][C:14]3[N:15]=[CH:16][N:17]=[C:18]([C:19]4[CH:24]=[CH:23][CH:22]=[C:21]([NH:25][C:26](=[O:38])[C:27]5[CH:32]=[CH:31][C:30]([C:33]([OH:36])([CH3:35])[CH3:34])=[CH:29][C:28]=5[F:37])[C:20]=4[C:39]([C:52]4[CH:57]=[CH:56][CH:55]=[CH:54][CH:53]=4)([C:46]4[CH:51]=[CH:50][CH:49]=[CH:48][CH:47]=4)[O:40][SiH2:41][C:42]([CH3:45])([CH3:44])[CH3:43])[C:13]=3[CH:12]=2)[CH2:7][CH2:6]1)=O.C([SiH2][O:65][C:66](C1C=CC=CC=1)(C1C=CC=CC=1)C1C(C2C3C=C(C4CCOCC=4)NC=3N=CN=2)=CC=CC=1N)(C)(C)C, predict the reaction product. The product is: [C:42]([SiH2:41][O:40][C:39]([C:46]1[CH:47]=[CH:48][CH:49]=[CH:50][CH:51]=1)([C:52]1[CH:53]=[CH:54][CH:55]=[CH:56][CH:57]=1)[C:20]1[C:19]([C:18]2[C:13]3[CH:12]=[C:11]([C:8]4[CH2:9][CH2:66][O:65][CH2:6][CH:7]=4)[NH:58][C:14]=3[N:15]=[CH:16][N:17]=2)=[CH:24][CH:23]=[CH:22][C:21]=1[NH:25][C:26](=[O:38])[C:27]1[CH:32]=[CH:31][C:30]([C:33]([OH:36])([CH3:35])[CH3:34])=[CH:29][C:28]=1[F:37])([CH3:44])([CH3:45])[CH3:43]. (5) Given the reactants [CH3:1][O:2][C:3]([C:5]1[CH:6]=[C:7]([C:14]2[CH:19]=[CH:18][C:17]([CH3:20])=[CH:16][CH:15]=2)[CH:8]=[C:9]([N+:11]([O-])=O)[CH:10]=1)=[O:4], predict the reaction product. The product is: [CH3:1][O:2][C:3]([C:5]1[CH:6]=[C:7]([C:14]2[CH:19]=[CH:18][C:17]([CH3:20])=[CH:16][CH:15]=2)[CH:8]=[C:9]([NH2:11])[CH:10]=1)=[O:4]. (6) Given the reactants [OH:1][C:2]1[CH:6]([C:7]2[CH:12]=[CH:11][CH:10]=[CH:9][CH:8]=2)[CH2:5][C:4](=[O:13])[CH:3]=1.[N:14]1[CH:19]=[CH:18][CH:17]=[C:16]([CH:20]=O)[CH:15]=1.[NH:22]1[C:30]2[C:25](=[CH:26][CH:27]=[CH:28][CH:29]=2)[C:24]([CH2:31][CH2:32][NH:33][C:34](=[O:36])[CH3:35])=[CH:23]1, predict the reaction product. The product is: [OH:1][C:2]1[CH:6]([C:7]2[CH:12]=[CH:11][CH:10]=[CH:9][CH:8]=2)[CH2:5][C:4](=[O:13])[C:3]=1[CH:20]([C:16]1[CH:15]=[N:14][CH:19]=[CH:18][CH:17]=1)[C:23]1[NH:22][C:30]2[C:25]([C:24]=1[CH2:31][CH2:32][NH:33][C:34](=[O:36])[CH3:35])=[CH:26][CH:27]=[CH:28][CH:29]=2.